Dataset: Full USPTO retrosynthesis dataset with 1.9M reactions from patents (1976-2016). Task: Predict the reactants needed to synthesize the given product. (1) Given the product [C:1]([NH:5][S:6]([C:9]1[CH:14]=[CH:13][CH:12]=[CH:11][C:10]=1[C:15]1[CH:20]=[CH:19][C:18]2[NH:21][C:27]([CH2:28][Cl:29])=[N:22][C:17]=2[CH:16]=1)(=[O:8])=[O:7])([CH3:4])([CH3:2])[CH3:3], predict the reactants needed to synthesize it. The reactants are: [C:1]([NH:5][S:6]([C:9]1[C:10]([C:15]2[CH:20]=[CH:19][C:18]([NH2:21])=[C:17]([NH2:22])[CH:16]=2)=[CH:11][CH:12]=[CH:13][CH:14]=1)(=[O:8])=[O:7])([CH3:4])([CH3:3])[CH3:2].Cl.C(O[C:27](=N)[CH2:28][Cl:29])C. (2) Given the product [Cl:23][C:22]1[C:17]([N:14]2[CH2:15][CH2:16][N:11]([C:8]3[NH:9][C:10]4[C:2]([C:33]5[CH:34]=[N:35][CH:36]=[CH:37][CH:38]=5)=[CH:3][C:4]([C:26]([F:27])([F:28])[F:29])=[CH:5][C:6]=4[N:7]=3)[C@H:12]([CH3:25])[CH2:13]2)=[N:18][CH:19]=[C:20]([Cl:24])[CH:21]=1, predict the reactants needed to synthesize it. The reactants are: Br[C:2]1[C:10]2[N:9]=[C:8]([N:11]3[CH2:16][CH2:15][N:14]([C:17]4[C:22]([Cl:23])=[CH:21][C:20]([Cl:24])=[CH:19][N:18]=4)[CH2:13][C@H:12]3[CH3:25])[NH:7][C:6]=2[CH:5]=[C:4]([C:26]([F:29])([F:28])[F:27])[CH:3]=1.C(B(CC)[C:33]1[CH:34]=[N:35][CH:36]=[CH:37][CH:38]=1)C.